Task: Regression. Given a peptide amino acid sequence and an MHC pseudo amino acid sequence, predict their binding affinity value. This is MHC class I binding data.. Dataset: Peptide-MHC class I binding affinity with 185,985 pairs from IEDB/IMGT (1) The peptide sequence is GPIGKLIAV. The MHC is HLA-A02:01 with pseudo-sequence HLA-A02:01. The binding affinity (normalized) is 0. (2) The peptide sequence is RKIYDLIEL. The MHC is HLA-A23:01 with pseudo-sequence HLA-A23:01. The binding affinity (normalized) is 0. (3) The peptide sequence is DELVDPINY. The MHC is HLA-B40:01 with pseudo-sequence HLA-B40:01. The binding affinity (normalized) is 0.274. (4) The peptide sequence is KTFEWGVFY. The MHC is HLA-B27:03 with pseudo-sequence HLA-B27:03. The binding affinity (normalized) is 0.0847.